The task is: Predict the reaction yield, written as a fraction of the theoretical maximum amount of product (1.0 means a 100% yield; for example, 0.34 means a 34% yield).. This data is from Reaction yield outcomes from USPTO patents with 853,638 reactions. (1) The reactants are [I:1]I.[Br:3][C:4]1[CH:5]=[CH:6][C:7]([NH2:10])=[N:8][CH:9]=1. The catalyst is CS(C)=O. The product is [Br:3][C:4]1[CH:5]=[C:6]([I:1])[C:7]([NH2:10])=[N:8][CH:9]=1. The yield is 0.460. (2) The reactants are C(=O)=O.C[C:5]([CH3:7])=O.[C:8]([O:11][CH2:12][C:13]1[C:18](Br)=[CH:17][CH:16]=[CH:15][C:14]=1Br)(=[O:10])[CH3:9].[Zn](CC)[CH2:22][CH3:23].Cl. The product is [C:8]([O:11][CH2:12][C:13]1[C:18]([CH2:22][CH3:23])=[CH:17][CH:16]=[CH:15][C:14]=1[CH2:5][CH3:7])(=[O:10])[CH3:9]. The yield is 0.630. The catalyst is C1COCC1.C1C=CC(P(C2C=CC=CC=2)[C-]2C=CC=C2)=CC=1.C1C=CC(P(C2C=CC=CC=2)[C-]2C=CC=C2)=CC=1.Cl[Pd]Cl.[Fe+2].CCOC(C)=O.CCCCCCC. (3) The reactants are [BH3-]C#N.[Na+].[Cl:5][C:6]1[CH:33]=[CH:32][C:9]([C:10]([C:12]2[CH:13]=[CH:14][C:15]3[N:21]([CH3:22])[C:20](=[O:23])[CH2:19][N:18]=[C:17]([C:24]4[CH:29]=[CH:28][CH:27]=[C:26]([Cl:30])[CH:25]=4)[C:16]=3[CH:31]=2)=[O:11])=[CH:8][CH:7]=1.[NH4+].[OH-]. The catalyst is C(O)(=O)C.CO. The product is [Cl:5][C:6]1[CH:7]=[CH:8][C:9]([C:10]([C:12]2[CH:13]=[CH:14][C:15]3[N:21]([CH3:22])[C:20](=[O:23])[CH2:19][NH:18][CH:17]([C:24]4[CH:29]=[CH:28][CH:27]=[C:26]([Cl:30])[CH:25]=4)[C:16]=3[CH:31]=2)=[O:11])=[CH:32][CH:33]=1. The yield is 0.850. (4) The reactants are [CH:1]1([CH2:6][CH:7]([C:11]2[CH:16]=[CH:15][C:14]([S:17]([CH3:20])(=[O:19])=[O:18])=[CH:13][CH:12]=2)[C:8]([OH:10])=O)[CH2:5][CH2:4][CH2:3][CH2:2]1.F[P-](F)(F)(F)(F)F.N1(O[P+](N(C)C)(N(C)C)N(C)C)C2C=CC=CC=2N=N1.C(N(CC)CC)C.[NH2:55][C:56]1[S:57][C:58]2[CH:64]=[CH:63][CH:62]=[CH:61][C:59]=2[N:60]=1. The catalyst is C(Cl)Cl. The product is [S:57]1[C:58]2[CH:64]=[CH:63][CH:62]=[CH:61][C:59]=2[N:60]=[C:56]1[NH:55][C:8](=[O:10])[CH:7]([C:11]1[CH:16]=[CH:15][C:14]([S:17]([CH3:20])(=[O:19])=[O:18])=[CH:13][CH:12]=1)[CH2:6][CH:1]1[CH2:2][CH2:3][CH2:4][CH2:5]1. The yield is 0.660.